From a dataset of Catalyst prediction with 721,799 reactions and 888 catalyst types from USPTO. Predict which catalyst facilitates the given reaction. (1) Reactant: [Cl:1][C:2]1[CH:7]=[CH:6][C:5](/[CH:8]=[CH:9]/[C:10]([N:12]2[CH2:17][CH2:16][N:15]([CH2:18][C:19]([O:21]/[N:22]=[C:23](\[NH2:25])/[CH3:24])=O)[CH2:14][C@H:13]2[CH3:26])=[O:11])=[C:4]([CH2:27][N:28]2[N:32]=[N:31][C:30]([CH3:33])=[N:29]2)[CH:3]=1. Product: [Cl:1][C:2]1[CH:7]=[CH:6][C:5](/[CH:8]=[CH:9]/[C:10]([N:12]2[CH2:17][CH2:16][N:15]([CH2:18][C:19]3[O:21][N:22]=[C:23]([CH3:24])[N:25]=3)[CH2:14][C@H:13]2[CH3:26])=[O:11])=[C:4]([CH2:27][N:28]2[N:32]=[N:31][C:30]([CH3:33])=[N:29]2)[CH:3]=1. The catalyst class is: 11. (2) Reactant: C([O-])(=O)C.[K+].CC1(C)C(C)(C)OB(B2OC(C)(C)C(C)(C)O2)O1.Br[C:25]1[CH:30]=[CH:29][C:28]([S:31][CH2:32][C:33]2[CH:34]=[N:35][CH:36]=[CH:37][CH:38]=2)=[CH:27][CH:26]=1.[CH2:39]([O:41][C:42](=[O:51])/[C:43](/Br)=[CH:44]/[CH:45]1[CH2:49][CH2:48][CH2:47][CH2:46]1)[CH3:40].C(=O)([O-])[O-].[Na+].[Na+]. Product: [CH2:39]([O:41][C:42](=[O:51])/[C:43](/[C:25]1[CH:30]=[CH:29][C:28]([S:31][CH2:32][C:33]2[CH:34]=[N:35][CH:36]=[CH:37][CH:38]=2)=[CH:27][CH:26]=1)=[CH:44]/[CH:45]1[CH2:49][CH2:48][CH2:47][CH2:46]1)[CH3:40]. The catalyst class is: 151. (3) Reactant: [Br:1][C:2]1[S:6][C:5]([C:7]([NH2:9])=[O:8])=[C:4]([NH:10]C(OC(C)(C)C)=O)[CH:3]=1.FC(F)(F)C(O)=O.C(=O)([O-])O.[Na+]. Product: [NH2:10][C:4]1[CH:3]=[C:2]([Br:1])[S:6][C:5]=1[C:7]([NH2:9])=[O:8]. The catalyst class is: 2. (4) Reactant: [C:1]1([OH:7])[CH:6]=[CH:5][CH:4]=[CH:3][CH:2]=1.FC(F)(F)[C:10](=O)[CH2:11][C:12](OCC)=[O:13].CC1C=CC(S(O)(=O)=O)=CC=1. Product: [O:7]1[C:1]2[C:6](=[CH:5][CH:4]=[CH:3][CH:2]=2)[CH:10]=[CH:11][C:12]1=[O:13]. The catalyst class is: 11. (5) Product: [C:25]([Si:29]([CH3:32])([CH3:31])[O:19][CH:15]([C:12]1[CH:11]=[CH:10][C:9]([CH2:1][CH2:2][CH2:3][CH2:4][CH2:5][CH2:6][CH2:7][CH3:8])=[CH:14][CH:13]=1)[CH2:16][CH:17]=[CH2:18])([CH3:28])([CH3:27])[CH3:26]. The catalyst class is: 3. Reactant: [CH2:1]([C:9]1[CH:14]=[CH:13][C:12]([CH:15]([OH:19])[CH2:16][CH:17]=[CH2:18])=[CH:11][CH:10]=1)[CH2:2][CH2:3][CH2:4][CH2:5][CH2:6][CH2:7][CH3:8].N1C=CN=C1.[C:25]([Si:29]([CH3:32])([CH3:31])Cl)([CH3:28])([CH3:27])[CH3:26]. (6) Reactant: [O:1]([C:8]1[CH:30]=[CH:29][C:11]([O:12][C:13]2[N:21]=[CH:20][C:19]([NH:22][CH:23]3[CH2:28][CH2:27][CH2:26][NH:25][CH2:24]3)=[CH:18][C:14]=2[C:15]([NH2:17])=[O:16])=[CH:10][CH:9]=1)[C:2]1[CH:7]=[CH:6][CH:5]=[CH:4][CH:3]=1.[C:31](Cl)(=[O:35])/[CH:32]=[CH:33]/[CH3:34]. Product: [C:31]([N:25]1[CH2:26][CH2:27][CH2:28][CH:23]([NH:22][C:19]2[CH:20]=[N:21][C:13]([O:12][C:11]3[CH:29]=[CH:30][C:8]([O:1][C:2]4[CH:3]=[CH:4][CH:5]=[CH:6][CH:7]=4)=[CH:9][CH:10]=3)=[C:14]([CH:18]=2)[C:15]([NH2:17])=[O:16])[CH2:24]1)(=[O:35])/[CH:32]=[CH:33]/[CH3:34]. The catalyst class is: 2. (7) Reactant: [F:1][C:2]1[CH:27]=[C:26]([F:28])[CH:25]=[CH:24][C:3]=1[CH2:4][O:5][C:6]1[CH:11]=[C:10]([CH3:12])[N:9]([C:13]2[CH:14]=[C:15]([CH:19]=[CH:20][C:21]=2[CH3:22])[C:16]([OH:18])=[O:17])[C:8](=[O:23])[CH:7]=1.[Br:29]N1C(=O)CCC1=O. Product: [Br:29][C:7]1[C:8](=[O:23])[N:9]([C:13]2[CH:14]=[C:15]([CH:19]=[CH:20][C:21]=2[CH3:22])[C:16]([OH:18])=[O:17])[C:10]([CH3:12])=[CH:11][C:6]=1[O:5][CH2:4][C:3]1[CH:24]=[CH:25][C:26]([F:28])=[CH:27][C:2]=1[F:1]. The catalyst class is: 4. (8) Reactant: [H-].[Na+].[NH:3]1[CH:7]=[C:6]([C:8]2[CH:9]=[N:10][CH:11]=[CH:12][CH:13]=2)[N:5]=[CH:4]1.Br[CH2:15][CH2:16][CH2:17][CH2:18][C:19]([O:21][CH3:22])=[O:20]. Product: [N:10]1[CH:11]=[CH:12][CH:13]=[C:8]([C:6]2[N:5]=[CH:4][N:3]([CH2:15][CH2:16][CH2:17][CH2:18][C:19]([O:21][CH3:22])=[O:20])[CH:7]=2)[CH:9]=1. The catalyst class is: 3. (9) Reactant: Cl[C:2]1[N:7]=[C:6]([NH:8][C:9]2[CH:10]=[N:11][C:12]3[C:17]([CH:18]=2)=[CH:16][CH:15]=[CH:14][CH:13]=3)[CH:5]=[CH:4][N:3]=1.[NH2:19][C:20]1[CH:25]=[CH:24][C:23]([CH2:26][CH2:27][C:28]([N:30]2[CH2:34][CH2:33][CH2:32][CH2:31]2)=O)=[C:22]([O:35][CH3:36])[CH:21]=1.C(O)(C(F)(F)F)=[O:38].CCN(CC)CC. Product: [CH3:36][O:35][C:22]1[CH:21]=[C:20]([NH:19][C:2]2[N:7]=[C:6]([NH:8][C:9]3[CH:10]=[N:11][C:12]4[C:17]([CH:18]=3)=[CH:16][CH:15]=[CH:14][CH:13]=4)[CH:5]=[CH:4][N:3]=2)[CH:25]=[CH:24][C:23]=1[CH2:26][C:27](=[O:38])[CH2:28][N:30]1[CH2:34][CH2:33][CH2:32][CH2:31]1. The catalyst class is: 16. (10) Reactant: [Cl-].O[NH3+:3].[C:4](=[O:7])([O-])[OH:5].[Na+].CS(C)=O.[CH2:13]([C:17]1[N:18]=[C:19]([CH3:48])[N:20]([CH2:39][C:40]2[CH:45]=[CH:44][C:43]([O:46][CH3:47])=[CH:42][CH:41]=2)[C:21](=[O:38])[C:22]=1[CH2:23][C:24]1[CH:29]=[CH:28][C:27]([C:30]2[C:31]([C:36]#[N:37])=[CH:32][CH:33]=[CH:34][CH:35]=2)=[CH:26][CH:25]=1)[CH2:14][CH2:15][CH3:16]. Product: [CH2:13]([C:17]1[N:18]=[C:19]([CH3:48])[N:20]([CH2:39][C:40]2[CH:45]=[CH:44][C:43]([O:46][CH3:47])=[CH:42][CH:41]=2)[C:21](=[O:38])[C:22]=1[CH2:23][C:24]1[CH:25]=[CH:26][C:27]([C:30]2[CH:35]=[CH:34][CH:33]=[CH:32][C:31]=2[C:36]2[NH:3][C:4](=[O:7])[O:5][N:37]=2)=[CH:28][CH:29]=1)[CH2:14][CH2:15][CH3:16]. The catalyst class is: 13.